Predict the product of the given reaction. From a dataset of Forward reaction prediction with 1.9M reactions from USPTO patents (1976-2016). (1) Given the reactants C(OC(=O)[NH:7][CH:8]1[CH2:10][CH:9]1[C:11]1[S:12][C:13]([Br:16])=[CH:14][CH:15]=1)(C)(C)C.[ClH:18].C(OCC)(=O)C, predict the reaction product. The product is: [ClH:18].[Br:16][C:13]1[S:12][C:11]([C@@H:9]2[CH2:10][C@H:8]2[NH2:7])=[CH:15][CH:14]=1. (2) Given the reactants [CH:1]1([N:7]2[C:15]3[C:14](=[O:16])[NH:13][C:12]([C:17]4[CH:22]=[CH:21][C:20](/[CH:23]=[CH:24]/[C:25]([O:27][CH3:28])=[O:26])=[CH:19][C:18]=4[O:29][CH3:30])=[N:11][C:10]=3[C:9]([CH3:31])=[N:8]2)[CH2:6][CH2:5][CH2:4][CH2:3][CH2:2]1.[H][H], predict the reaction product. The product is: [CH:1]1([N:7]2[C:15]3[C:14](=[O:16])[NH:13][C:12]([C:17]4[CH:22]=[CH:21][C:20]([CH2:23][CH2:24][C:25]([O:27][CH3:28])=[O:26])=[CH:19][C:18]=4[O:29][CH3:30])=[N:11][C:10]=3[C:9]([CH3:31])=[N:8]2)[CH2:2][CH2:3][CH2:4][CH2:5][CH2:6]1. (3) Given the reactants [O:1]1[C@@H:6]([C:7]([N:9]2[CH2:14][CH2:13][N:12]([C:15]3[CH:20]=[CH:19][CH:18]=[CH:17][C:16]=3[CH2:21][O:22][CH3:23])[CH2:11][CH2:10]2)=O)[CH2:5][O:4][C:3]2[CH:24]=[CH:25][CH:26]=[CH:27][C:2]1=2.[H-].[H-].[H-].[H-].[Li+].[Al+3].[OH-].[Na+], predict the reaction product. The product is: [O:1]1[C@@H:6]([CH2:7][N:9]2[CH2:14][CH2:13][N:12]([C:15]3[CH:20]=[CH:19][CH:18]=[CH:17][C:16]=3[CH2:21][O:22][CH3:23])[CH2:11][CH2:10]2)[CH2:5][O:4][C:3]2[CH:24]=[CH:25][CH:26]=[CH:27][C:2]1=2. (4) Given the reactants [F:1][C:2]1[CH:7]=[CH:6][CH:5]=[CH:4][C:3]=1[C:8]1[NH:16][C:15]2[CH:14]=[N:13][CH:12]=[N:11][C:10]=2[CH:9]=1.[I:17]N1C(=O)CCC1=O, predict the reaction product. The product is: [F:1][C:2]1[CH:7]=[CH:6][CH:5]=[CH:4][C:3]=1[C:8]1[NH:16][C:15]2[CH:14]=[N:13][CH:12]=[N:11][C:10]=2[C:9]=1[I:17]. (5) Given the reactants [CH3:1][N:2]1[CH2:6][CH2:5][CH2:4][CH:3]1[CH2:7][CH2:8][N:9]1[C:17]2[C:12](=[CH:13][C:14]([CH2:18][NH2:19])=[CH:15][CH:16]=2)[CH:11]=[CH:10]1.C(O)C.I.CS[C:26]([C:28]1[S:29][CH:30]=[CH:31][CH:32]=1)=[NH:27], predict the reaction product. The product is: [CH3:1][N:2]1[CH2:6][CH2:5][CH2:4][CH:3]1[CH2:7][CH2:8][N:9]1[C:17]2[C:12](=[CH:13][C:14]([CH2:18][NH:19][C:26]([C:28]3[S:29][CH:30]=[CH:31][CH:32]=3)=[NH:27])=[CH:15][CH:16]=2)[CH:11]=[CH:10]1. (6) Given the reactants [Cl:1][C:2]1[C:3]([O:12][C:13]2[CH:18]=[C:17]([OH:19])[CH:16]=[CH:15][C:14]=2/[CH:20]=[CH:21]/[C:22]([O:24][CH2:25][CH3:26])=[O:23])=[N:4][CH:5]=[C:6]([C:8]([F:11])([F:10])[F:9])[CH:7]=1.C(=O)([O-])[O-].[K+].[K+].[I-].[Na+].[CH3:35][O:36][CH2:37][CH2:38][O:39][CH2:40][CH2:41][CH2:42]Br.[Cl-].[NH4+], predict the reaction product. The product is: [Cl:1][C:2]1[C:3]([O:12][C:13]2[CH:18]=[C:17]([O:19][CH2:42][CH2:41][CH2:40][O:39][CH2:38][CH2:37][O:36][CH3:35])[CH:16]=[CH:15][C:14]=2/[CH:20]=[CH:21]/[C:22]([O:24][CH2:25][CH3:26])=[O:23])=[N:4][CH:5]=[C:6]([C:8]([F:9])([F:11])[F:10])[CH:7]=1.